From a dataset of Reaction yield outcomes from USPTO patents with 853,638 reactions. Predict the reaction yield, written as a fraction of the theoretical maximum amount of product (1.0 means a 100% yield; for example, 0.34 means a 34% yield). (1) The yield is 0.140. The product is [C:1]([C:5]1[O:9][N:8]=[C:7]([NH:10][C:11]([NH:13][C:14]2[CH:19]=[CH:18][CH:17]=[C:16]([O:20][C:21]3[C:30]4[C:25](=[CH:26][C:27]([O:33][CH2:34][CH2:35][CH2:36][N:38]5[CH2:42][CH2:41][C@H:40]([OH:43])[CH2:39]5)=[C:28]([O:31][CH3:32])[CH:29]=4)[N:24]=[CH:23][N:22]=3)[CH:15]=2)=[O:12])[CH:6]=1)([CH3:4])([CH3:3])[CH3:2]. The catalyst is [I-].C([N+](CCCC)(CCCC)CCCC)CCC.CN(C)C=O. The reactants are [C:1]([C:5]1[O:9][N:8]=[C:7]([NH:10][C:11]([NH:13][C:14]2[CH:19]=[CH:18][CH:17]=[C:16]([O:20][C:21]3[C:30]4[C:25](=[CH:26][C:27]([O:33][CH2:34][CH2:35][CH2:36]Cl)=[C:28]([O:31][CH3:32])[CH:29]=4)[N:24]=[CH:23][N:22]=3)[CH:15]=2)=[O:12])[CH:6]=1)([CH3:4])([CH3:3])[CH3:2].[NH:38]1[CH2:42][CH2:41][C@H:40]([OH:43])[CH2:39]1.C(N(CC)C(C)C)(C)C. (2) The reactants are O[C@@:2]([CH3:54])([C:5](=[O:53])[C@@H:6]([NH:11][C:12](=[O:52])[C@@H:13]([NH:21][C:22](=[O:51])[C@@H:23]([N:28](C)[C:29](=[O:49])[C@@H:30]([NH:39][C:40](=[O:48])[CH2:41][N:42]1[CH2:47][CH2:46][O:45][CH2:44][CH2:43]1)[CH2:31][CH2:32][C:33]1[CH:38]=[CH:37][CH:36]=[CH:35][CH:34]=1)[CH2:24][CH:25]([CH3:27])[CH3:26])[CH2:14][C:15]1[CH:20]=[CH:19][CH:18]=[CH:17][CH:16]=1)[CH2:7][CH:8]([CH3:10])[CH3:9])[CH2:3][I:4].[CH3:55][O:56][C:57]1[CH:71]=[CH:70][C:60]([CH2:61][O:62][C:63](=[O:69])[CH2:64][CH2:65][C:66]([OH:68])=[O:67])=[CH:59][CH:58]=1.C1CCC(N=C=NC2CCCCC2)CC1. The yield is 0.900. The product is [C:66]([O:68][C@:2]([CH3:54])([CH2:3][I:4])[C:5](=[O:53])[C@H:6]([CH2:7][CH:8]([CH3:9])[CH3:10])[NH:11][C:12](=[O:52])[C@H:13]([CH2:14][C:15]1[CH:16]=[CH:17][CH:18]=[CH:19][CH:20]=1)[NH:21][C:22](=[O:51])[C@H:23]([CH2:24][CH:25]([CH3:27])[CH3:26])[NH:28][C:29](=[O:49])[C@H:30]([CH2:31][CH2:32][C:33]1[CH:38]=[CH:37][CH:36]=[CH:35][CH:34]=1)[NH:39][C:40](=[O:48])[CH2:41][N:42]1[CH2:43][CH2:44][O:45][CH2:46][CH2:47]1)(=[O:67])[CH2:65][CH2:64][C:63]([O:62][CH2:61][C:60]1[CH:59]=[CH:58][C:57]([O:56][CH3:55])=[CH:71][CH:70]=1)=[O:69]. The catalyst is C(Cl)Cl.CN(C1C=CN=CC=1)C. (3) The reactants are C([O:8][C:9]1[CH:35]=[CH:34][C:12]([C:13]([NH:15][NH:16][C:17]([C@@:19]2([CH3:33])[CH2:23][O:22][C:21]([CH3:25])([CH3:24])[N:20]2[C:26]([O:28][C:29]([CH3:32])([CH3:31])[CH3:30])=[O:27])=[O:18])=[O:14])=[CH:11][C:10]=1[C:36]([F:39])([F:38])[F:37])C1C=CC=CC=1. The catalyst is CO.[Pd]. The product is [OH:8][C:9]1[CH:35]=[CH:34][C:12]([C:13]([NH:15][NH:16][C:17]([C@@:19]2([CH3:33])[CH2:23][O:22][C:21]([CH3:24])([CH3:25])[N:20]2[C:26]([O:28][C:29]([CH3:32])([CH3:30])[CH3:31])=[O:27])=[O:18])=[O:14])=[CH:11][C:10]=1[C:36]([F:38])([F:39])[F:37]. The yield is 0.990. (4) The reactants are [CH3:1][CH:2]([CH3:11])[C:3](=O)[CH2:4][C:5]([O:7][CH2:8][CH3:9])=[O:6].[C:12]([O-:15])(=O)[CH3:13].[NH4+:16]. The catalyst is CO. The product is [CH2:8]([O:7][C:5]([C:4]1[C:3]([CH:2]([CH3:11])[CH3:1])=[CH:13][C:12](=[O:15])[NH:16][C:1]=1[CH:2]([CH3:11])[CH3:3])=[O:6])[CH3:9]. The yield is 0.0700. (5) The reactants are [C:1]1([C:7]([C:12]2[CH:17]=[CH:16][CH:15]=[CH:14][CH:13]=2)([CH3:11])[C:8]([OH:10])=O)[CH:6]=[CH:5][CH:4]=[CH:3][CH:2]=1.[S:18]1[CH:22]=[CH:21][CH:20]=[C:19]1[CH2:23][CH2:24][NH2:25].C(N(CC)CC)C.CCN=C=NCCCN(C)C. The catalyst is C(Cl)Cl.CN(C1C=CN=CC=1)C. The product is [C:12]1([C:7]([C:1]2[CH:2]=[CH:3][CH:4]=[CH:5][CH:6]=2)([CH3:11])[C:8]([NH:25][CH2:24][CH2:23][C:19]2[S:18][CH:22]=[CH:21][CH:20]=2)=[O:10])[CH:17]=[CH:16][CH:15]=[CH:14][CH:13]=1. The yield is 0.400. (6) The reactants are [CH:1]1([C:4]2[N:5](S(N(C)C)(=O)=O)[CH:6]=[CH:7][N:8]=2)[CH2:3][CH2:2]1.C([Li])CCC.CN([CH:23]=[O:24])C.Cl.C(=O)(O)[O-].[Na+]. The catalyst is O1CCCC1. The product is [CH:1]1([C:4]2[NH:5][CH:6]=[C:7]([CH:23]=[O:24])[N:8]=2)[CH2:3][CH2:2]1. The yield is 0.970.